The task is: Regression. Given two drug SMILES strings and cell line genomic features, predict the synergy score measuring deviation from expected non-interaction effect.. This data is from NCI-60 drug combinations with 297,098 pairs across 59 cell lines. (1) Drug 1: C1C(C(OC1N2C=NC3=C(N=C(N=C32)Cl)N)CO)O. Drug 2: C1CC(C1)(C(=O)O)C(=O)O.[NH2-].[NH2-].[Pt+2]. Cell line: BT-549. Synergy scores: CSS=36.2, Synergy_ZIP=0.307, Synergy_Bliss=-0.318, Synergy_Loewe=-10.5, Synergy_HSA=1.94. (2) Drug 1: CC(C1=C(C=CC(=C1Cl)F)Cl)OC2=C(N=CC(=C2)C3=CN(N=C3)C4CCNCC4)N. Drug 2: C1=CC(=CC=C1CCC2=CNC3=C2C(=O)NC(=N3)N)C(=O)NC(CCC(=O)O)C(=O)O. Cell line: KM12. Synergy scores: CSS=48.7, Synergy_ZIP=9.64, Synergy_Bliss=10.4, Synergy_Loewe=-3.75, Synergy_HSA=13.8. (3) Drug 1: C1=CC(=CC=C1CCCC(=O)O)N(CCCl)CCCl. Drug 2: C1=NC2=C(N=C(N=C2N1C3C(C(C(O3)CO)O)F)Cl)N. Cell line: SF-295. Synergy scores: CSS=29.3, Synergy_ZIP=-0.789, Synergy_Bliss=1.04, Synergy_Loewe=0.864, Synergy_HSA=1.60. (4) Drug 1: CC1C(C(CC(O1)OC2CC(CC3=C2C(=C4C(=C3O)C(=O)C5=C(C4=O)C(=CC=C5)OC)O)(C(=O)C)O)N)O.Cl. Drug 2: CC=C1C(=O)NC(C(=O)OC2CC(=O)NC(C(=O)NC(CSSCCC=C2)C(=O)N1)C(C)C)C(C)C. Cell line: M14. Synergy scores: CSS=37.8, Synergy_ZIP=-0.242, Synergy_Bliss=2.80, Synergy_Loewe=-15.6, Synergy_HSA=3.10. (5) Drug 1: CC12CCC3C(C1CCC2=O)CC(=C)C4=CC(=O)C=CC34C. Drug 2: C1=CC(=CC=C1CCC2=CNC3=C2C(=O)NC(=N3)N)C(=O)NC(CCC(=O)O)C(=O)O. Cell line: 786-0. Synergy scores: CSS=52.6, Synergy_ZIP=-3.80, Synergy_Bliss=-2.13, Synergy_Loewe=-0.529, Synergy_HSA=-0.0897. (6) Drug 1: CCC1(CC2CC(C3=C(CCN(C2)C1)C4=CC=CC=C4N3)(C5=C(C=C6C(=C5)C78CCN9C7C(C=CC9)(C(C(C8N6C=O)(C(=O)OC)O)OC(=O)C)CC)OC)C(=O)OC)O.OS(=O)(=O)O. Drug 2: CCN(CC)CCCC(C)NC1=C2C=C(C=CC2=NC3=C1C=CC(=C3)Cl)OC. Cell line: HCC-2998. Synergy scores: CSS=22.8, Synergy_ZIP=-3.92, Synergy_Bliss=2.86, Synergy_Loewe=-1.000, Synergy_HSA=0.174. (7) Drug 1: C1=CC(=CC=C1CC(C(=O)O)N)N(CCCl)CCCl.Cl. Drug 2: C1CN1P(=S)(N2CC2)N3CC3. Cell line: SK-OV-3. Synergy scores: CSS=15.0, Synergy_ZIP=-1.82, Synergy_Bliss=4.73, Synergy_Loewe=4.02, Synergy_HSA=4.12. (8) Drug 1: CCC1=CC2CC(C3=C(CN(C2)C1)C4=CC=CC=C4N3)(C5=C(C=C6C(=C5)C78CCN9C7C(C=CC9)(C(C(C8N6C)(C(=O)OC)O)OC(=O)C)CC)OC)C(=O)OC.C(C(C(=O)O)O)(C(=O)O)O. Drug 2: CN(C)C1=NC(=NC(=N1)N(C)C)N(C)C. Cell line: NCI-H322M. Synergy scores: CSS=6.67, Synergy_ZIP=-0.213, Synergy_Bliss=-1.11, Synergy_Loewe=-44.5, Synergy_HSA=-2.82.